This data is from Reaction yield outcomes from USPTO patents with 853,638 reactions. The task is: Predict the reaction yield, written as a fraction of the theoretical maximum amount of product (1.0 means a 100% yield; for example, 0.34 means a 34% yield). (1) The reactants are [NH2:1][CH2:2][CH2:3][N:4]1[CH2:9][CH2:8][O:7][CH2:6][CH2:5]1.[C:10](O[C:10]([O:12][C:13]([CH3:16])([CH3:15])[CH3:14])=[O:11])([O:12][C:13]([CH3:16])([CH3:15])[CH3:14])=[O:11]. The catalyst is CCOC(C)=O.[Cl-].[In+3].[Cl-].[Cl-]. The product is [C:13]([O:12][C:10](=[O:11])[NH:1][CH2:2][CH2:3][N:4]1[CH2:9][CH2:8][O:7][CH2:6][CH2:5]1)([CH3:16])([CH3:15])[CH3:14]. The yield is 0.920. (2) The reactants are [Cl:1][C:2]1[CH:3]=[CH:4][C:5]([N+:9]([O-:11])=[O:10])=[C:6]([CH:8]=1)[NH2:7].C1C(=O)N([Br:19])C(=O)C1.O. The catalyst is CC(O)=O. The product is [Br:19][C:3]1[C:2]([Cl:1])=[CH:8][C:6]([NH2:7])=[C:5]([N+:9]([O-:11])=[O:10])[CH:4]=1. The yield is 0.965. (3) The reactants are [C:1]([O:5][C:6](=[O:15])[NH:7][C:8]1[S:12][C:11]([CH:13]=O)=[N:10][CH:9]=1)([CH3:4])([CH3:3])[CH3:2].[NH:16]1[CH2:21][CH2:20][O:19][CH2:18][CH2:17]1.[BH4-].[Na+]. The catalyst is ClCCCl.C(O)(=O)C.O. The product is [C:1]([O:5][C:6](=[O:15])[NH:7][C:8]1[S:12][C:11]([CH2:13][N:16]2[CH2:21][CH2:20][O:19][CH2:18][CH2:17]2)=[N:10][CH:9]=1)([CH3:4])([CH3:3])[CH3:2]. The yield is 0.910. (4) The reactants are [C:1]1([O:9][CH3:10])[C:2](=[CH:5][CH:6]=[CH:7][CH:8]=1)[O:3][CH3:4].[Li]CCCC.CN(OC)[C:18](=[O:25])[C:19]1[CH:24]=[CH:23][N:22]=[CH:21][CH:20]=1. The catalyst is O1CCCC1. The product is [CH3:4][O:3][C:2]1[C:1]([O:9][CH3:10])=[CH:8][CH:7]=[CH:6][C:5]=1[C:18]([C:19]1[CH:24]=[CH:23][N:22]=[CH:21][CH:20]=1)=[O:25]. The yield is 0.950. (5) The reactants are [CH3:1][O:2][C:3]([C:5]1([C:8]2[CH:13]=[CH:12][C:11]([O:14][CH2:15][CH2:16][C:17]([OH:19])=O)=[CH:10][CH:9]=2)[CH2:7][CH2:6]1)=[O:4].C(Cl)(=O)C(Cl)=O. The catalyst is C(Cl)Cl.CN(C=O)C. The product is [O:19]=[C:17]1[C:10]2[C:11](=[CH:12][CH:13]=[C:8]([C:5]3([C:3]([OH:2])=[O:4])[CH2:6][CH2:7]3)[CH:9]=2)[O:14][CH2:15][CH2:16]1.[O:19]=[C:17]1[C:10]2[C:11](=[CH:12][CH:13]=[C:8]([C:5]3([C:3]([O:2][CH3:1])=[O:4])[CH2:6][CH2:7]3)[CH:9]=2)[O:14][CH2:15][CH2:16]1. The yield is 0.190.